Task: Predict the reactants needed to synthesize the given product.. Dataset: Full USPTO retrosynthesis dataset with 1.9M reactions from patents (1976-2016) (1) Given the product [NH2:11][C:8]1[N:9]=[CH:10][C:5]([C:2]#[N:3])=[CH:6][C:7]=1[C:12]([F:15])([F:13])[F:14], predict the reactants needed to synthesize it. The reactants are: [Cu][C:2]#[N:3].I[C:5]1[CH:6]=[C:7]([C:12]([F:15])([F:14])[F:13])[C:8]([NH2:11])=[N:9][CH:10]=1. (2) Given the product [C:16]([C:18]1[CH:19]=[C:20]([NH:24][C:2]2[C:11]3[C:6](=[CH:7][C:8]([F:15])=[C:9]([N+:12]([O-:14])=[O:13])[CH:10]=3)[N:5]=[CH:4][N:3]=2)[CH:21]=[CH:22][CH:23]=1)#[CH:17], predict the reactants needed to synthesize it. The reactants are: Cl[C:2]1[C:11]2[C:6](=[CH:7][C:8]([F:15])=[C:9]([N+:12]([O-:14])=[O:13])[CH:10]=2)[N:5]=[CH:4][N:3]=1.[C:16]([C:18]1[CH:19]=[C:20]([NH2:24])[CH:21]=[CH:22][CH:23]=1)#[CH:17]. (3) Given the product [Cl:7][C:8]1[CH:9]=[CH:10][C:11]([S:63][C:59]2[CH:60]=[CH:61][CH:62]=[C:57]([F:56])[CH:58]=2)=[C:12]([O:14][CH3:15])[CH:13]=1, predict the reactants needed to synthesize it. The reactants are: CC([O-])(C)C.[K+].[Cl:7][C:8]1[CH:9]=[CH:10][C:11](I)=[C:12]([O:14][CH3:15])[CH:13]=1.C1C=CC(P(C2C(OC3C(P(C4C=CC=CC=4)C4C=CC=CC=4)=CC=CC=3)=CC=CC=2)C2C=CC=CC=2)=CC=1.[F:56][C:57]1[CH:58]=[C:59]([SH:63])[CH:60]=[CH:61][CH:62]=1. (4) Given the product [Br:40][C:9]1[C:10]2[C:15](=[CH:14][C:13]([CH2:18][N:19]([CH3:39])[C:20]([C:22]3[O:23][C:24]4[CH:38]=[CH:37][CH:36]=[CH:35][C:25]=4[C:26]=3[CH2:27][CH2:28][C:29]3[CH:34]=[CH:33][CH:32]=[CH:31][CH:30]=3)=[O:21])=[CH:12][CH:11]=2)[CH:16]=[CH:17][C:8]=1[O:7][CH2:6][C:5]([OH:41])=[O:4], predict the reactants needed to synthesize it. The reactants are: [OH-].[Na+].C[O:4][C:5](=[O:41])[CH2:6][O:7][C:8]1[CH:17]=[CH:16][C:15]2[C:10](=[CH:11][CH:12]=[C:13]([CH2:18][N:19]([CH3:39])[C:20]([C:22]3[O:23][C:24]4[CH:38]=[CH:37][CH:36]=[CH:35][C:25]=4[C:26]=3[CH2:27][CH2:28][C:29]3[CH:34]=[CH:33][CH:32]=[CH:31][CH:30]=3)=[O:21])[CH:14]=2)[C:9]=1[Br:40].O.Cl. (5) Given the product [CH3:42][C:34]1[CH:35]=[C:36]([C:20]2[CH:21]=[CH:22][CH:23]=[CH:24][C:19]=2[C:16]2[CH:17]=[CH:18][C:13]([O:12][CH2:11][C:2]3[CH:3]=[CH:4][C:5]4[C:10](=[CH:9][CH:8]=[CH:7][CH:6]=4)[N:1]=3)=[CH:14][CH:15]=2)[CH:37]=[CH:38][N:33]=1, predict the reactants needed to synthesize it. The reactants are: [N:1]1[C:10]2[C:5](=[CH:6][CH:7]=[CH:8][CH:9]=2)[CH:4]=[CH:3][C:2]=1[CH2:11][O:12][C:13]1[CH:18]=[CH:17][C:16]([C:19]2[CH:24]=[CH:23][CH:22]=[CH:21][C:20]=2OS(C(F)(F)F)(=O)=O)=[CH:15][CH:14]=1.[N:33]1[CH:38]=[CH:37][C:36](B(O)O)=[CH:35][C:34]=1[CH3:42].C([O-])([O-])=O.[Na+].[Na+]. (6) Given the product [Br:18][C:15]1[CH:16]=[CH:17][C:12]([C:5]2[CH:6]=[CH:7][C:2]([OH:1])=[CH:3][CH:4]=2)=[N:13][CH:14]=1, predict the reactants needed to synthesize it. The reactants are: [OH:1][C:2]1[CH:7]=[CH:6][C:5](B(O)O)=[CH:4][CH:3]=1.Br[C:12]1[CH:17]=[CH:16][C:15]([Br:18])=[CH:14][N:13]=1.C([O-])([O-])=O.[Na+].[Na+].CCO.